This data is from Peptide-MHC class II binding affinity with 134,281 pairs from IEDB. The task is: Regression. Given a peptide amino acid sequence and an MHC pseudo amino acid sequence, predict their binding affinity value. This is MHC class II binding data. The peptide sequence is AVSMTGVMRGNHYAF. The MHC is DRB1_0801 with pseudo-sequence DRB1_0801. The binding affinity (normalized) is 0.650.